Dataset: Full USPTO retrosynthesis dataset with 1.9M reactions from patents (1976-2016). Task: Predict the reactants needed to synthesize the given product. Given the product [CH3:14][O:13][C:3]1[CH:4]=[C:5]([N+:10]([O-:12])=[O:11])[C:6]([O:8][CH3:9])=[CH:7][C:2]=1[N:21]1[CH2:22][CH2:23][N:18]([CH:15]([CH3:17])[CH3:16])[CH2:19][CH2:20]1, predict the reactants needed to synthesize it. The reactants are: Cl[C:2]1[CH:7]=[C:6]([O:8][CH3:9])[C:5]([N+:10]([O-:12])=[O:11])=[CH:4][C:3]=1[O:13][CH3:14].[CH:15]([N:18]1[CH2:23][CH2:22][NH:21][CH2:20][CH2:19]1)([CH3:17])[CH3:16].C(=O)([O-])[O-].[Cs+].[Cs+].CC1(C)C2C(=C(P(C3C=CC=CC=3)C3C=CC=CC=3)C=CC=2)OC2C(P(C3C=CC=CC=3)C3C=CC=CC=3)=CC=CC1=2.